Task: Predict the product of the given reaction.. Dataset: Forward reaction prediction with 1.9M reactions from USPTO patents (1976-2016) (1) The product is: [F:1][C:2]1[CH:3]=[CH:4][C:5]([N:8]2[C:13](=[O:14])[C:12]([O:15][CH2:39][CH:36]3[CH2:38][CH2:37]3)=[C:11]([C:26]3[CH:27]=[CH:28][C:29]([S:32]([CH3:35])(=[O:33])=[O:34])=[CH:30][CH:31]=3)[CH:10]=[N:9]2)=[CH:6][CH:7]=1. Given the reactants [F:1][C:2]1[CH:7]=[CH:6][C:5]([N:8]2[C:13](=[O:14])[C:12]([O:15]S(C3C=CC(C)=CC=3)(=O)=O)=[C:11]([C:26]3[CH:31]=[CH:30][C:29]([S:32]([CH3:35])(=[O:34])=[O:33])=[CH:28][CH:27]=3)[CH:10]=[N:9]2)=[CH:4][CH:3]=1.[CH:36]1([CH2:39]O)[CH2:38][CH2:37]1.N, predict the reaction product. (2) Given the reactants [CH2:1]([O:3][C:4]([C:6]1[O:10][C:9]([NH2:11])=[N:8][CH:7]=1)=[O:5])[CH3:2].CC1(C)C2C(=C(P(C3C=CC=CC=3)C3C=CC=CC=3)C=CC=2)OC2C(P(C3C=CC=CC=3)C3C=CC=CC=3)=CC=CC1=2.C(=O)([O-])[O-].[Cs+].[Cs+].O1CCOCC1.Br[C:67]1[CH:72]=[C:71]([Br:73])[CH:70]=[CH:69][N:68]=1, predict the reaction product. The product is: [Br:73][C:71]1[CH:70]=[CH:69][N:68]=[C:67]([NH:11][C:9]2[O:10][C:6]([C:4]([O:3][CH2:1][CH3:2])=[O:5])=[CH:7][N:8]=2)[CH:72]=1.